This data is from Peptide-MHC class I binding affinity with 185,985 pairs from IEDB/IMGT. The task is: Regression. Given a peptide amino acid sequence and an MHC pseudo amino acid sequence, predict their binding affinity value. This is MHC class I binding data. (1) The peptide sequence is SVIDHIHYM. The MHC is HLA-B51:01 with pseudo-sequence HLA-B51:01. The binding affinity (normalized) is 0.0847. (2) The peptide sequence is IGISNRDFV. The MHC is H-2-Kb with pseudo-sequence H-2-Kb. The binding affinity (normalized) is 0.138. (3) The peptide sequence is RTIFNFHLI. The MHC is HLA-A32:01 with pseudo-sequence HLA-A32:01. The binding affinity (normalized) is 0.932. (4) The peptide sequence is VLYDEFKCFI. The MHC is HLA-A02:01 with pseudo-sequence HLA-A02:01. The binding affinity (normalized) is 0.836. (5) The peptide sequence is LTWLGLNSR. The MHC is HLA-A31:01 with pseudo-sequence HLA-A31:01. The binding affinity (normalized) is 0. (6) The peptide sequence is FQPQNGYFI. The MHC is H-2-Db with pseudo-sequence H-2-Db. The binding affinity (normalized) is 0.432.